Dataset: Forward reaction prediction with 1.9M reactions from USPTO patents (1976-2016). Task: Predict the product of the given reaction. (1) The product is: [C:7]([NH:6][C:5]1[CH:4]=[CH:3][C:2]([N:1]=[N:1][C:2]2[CH:11]=[CH:10][C:5]([NH:6][C:7](=[O:16])[CH3:8])=[CH:4][CH:3]=2)=[CH:11][CH:10]=1)(=[O:9])[CH3:8]. Given the reactants [NH2:1][C:2]1[CH:11]=[CH:10][C:5]([NH:6][C:7](=[O:9])[CH3:8])=[CH:4][CH:3]=1.B1([O-])OO1.[OH2:16].O.O.O.[Na+].B(O)(O)O, predict the reaction product. (2) The product is: [Cl:1][C:2]1[CH:10]=[CH:9][C:8]([O:11][CH3:12])=[CH:7][C:3]=1[C:4]([NH:44][C:41]1[CH:40]=[N:39][C:38]([NH:37][C:33]2[CH:32]=[N:31][CH:36]=[CH:35][CH:34]=2)=[N:43][CH:42]=1)=[O:6]. Given the reactants [Cl:1][C:2]1[CH:10]=[CH:9][C:8]([O:11][CH3:12])=[CH:7][C:3]=1[C:4]([OH:6])=O.ClC1N=C(OC)N=C(OC)N=1.CN1CCOCC1.[N:31]1[CH:36]=[CH:35][CH:34]=[C:33]([NH:37][C:38]2[N:43]=[CH:42][C:41]([NH2:44])=[CH:40][N:39]=2)[CH:32]=1, predict the reaction product. (3) The product is: [C:1]([O:4][CH2:5][C:6]1[CH:11]=[C:10]([O:12][C@@H:13]2[CH2:17][CH2:16][O:15][CH2:14]2)[CH:9]=[C:8]([CH3:18])[C:7]=1[C:26]1[CH:25]=[CH:24][CH:23]=[C:22]([CH2:21][OH:20])[CH:27]=1)(=[O:3])[CH3:2]. Given the reactants [C:1]([O:4][CH2:5][C:6]1[CH:11]=[C:10]([O:12][C@@H:13]2[CH2:17][CH2:16][O:15][CH2:14]2)[CH:9]=[C:8]([CH3:18])[C:7]=1Br)(=[O:3])[CH3:2].[OH:20][CH2:21][C:22]1[CH:23]=[C:24](B(O)O)[CH:25]=[CH:26][CH:27]=1.C(=O)([O-])[O-].[K+].[K+].Cl, predict the reaction product. (4) Given the reactants [N:1]1[C:9]2[C:4](=[N:5][CH:6]=[CH:7][CH:8]=2)[N:3]([CH2:10][C:11]2[CH:22]=[CH:21][C:14]3[N:15]=[C:16](S(C)=O)[O:17][C:13]=3[CH:12]=2)[CH:2]=1.[NH2:23][C@@H:24]1[CH2:29][CH2:28][CH2:27][CH2:26][C@H:25]1[OH:30].CCN(C(C)C)C(C)C, predict the reaction product. The product is: [N:1]1[C:9]2[C:4](=[N:5][CH:6]=[CH:7][CH:8]=2)[N:3]([CH2:10][C:11]2[CH:22]=[CH:21][C:14]3[N:15]=[C:16]([NH:23][C@@H:24]4[CH2:29][CH2:28][CH2:27][CH2:26][C@H:25]4[OH:30])[O:17][C:13]=3[CH:12]=2)[CH:2]=1. (5) Given the reactants [Cl:1][C:2]1[CH:19]=[CH:18][CH:17]=[C:16]([Cl:20])[C:3]=1[C:4]([NH:6][CH2:7][CH2:8][N:9]1[CH2:14][CH2:13][C:12](=O)[CH2:11][CH2:10]1)=[O:5].[OH:21][C:22]1[CH:23]=[CH:24][C:25]([C@@H:33]([OH:55])[CH2:34][NH:35]CC2(O)CCN(CCOCCC3C=CC=CC=3)CC2)=[C:26]2[C:31]=1[NH:30][C:29](=[O:32])[CH:28]=[CH:27]2.C(O[BH-](OC(=O)C)OC(=O)C)(=O)C.[Na+].F.F.F.C(N(CC)CC)C, predict the reaction product. The product is: [Cl:1][C:2]1[CH:19]=[CH:18][CH:17]=[C:16]([Cl:20])[C:3]=1[C:4]([NH:6][CH2:7][CH2:8][N:9]1[CH2:14][CH2:13][CH:12]([NH:35][CH2:34][C@H:33]([OH:55])[C:25]2[CH:24]=[CH:23][C:22]([OH:21])=[C:31]3[C:26]=2[CH:27]=[CH:28][C:29](=[O:32])[NH:30]3)[CH2:11][CH2:10]1)=[O:5].